Dataset: Reaction yield outcomes from USPTO patents with 853,638 reactions. Task: Predict the reaction yield, written as a fraction of the theoretical maximum amount of product (1.0 means a 100% yield; for example, 0.34 means a 34% yield). (1) The reactants are IC1C2C(=NC=NC=2N)N(C(C)C)N=1.[CH:15]1([N:20]2[C:24]3=[N:25][CH:26]=[N:27][C:28]([NH2:29])=[C:23]3[C:22](I)=[N:21]2)[CH2:19][CH2:18][CH2:17][CH2:16]1.CC1(C)C(C)(C)OB([C:39]2[CH:51]=[CH:50][C:42]3[N:43]=[C:44]([NH:46][C:47](=[O:49])[CH3:48])[S:45][C:41]=3[CH:40]=2)O1.C1(P(C2C=CC=CC=2)C2C=CC=CC=2)C=CC=CC=1.C([O-])([O-])=O.[Na+].[Na+]. The catalyst is CN(C=O)C.CCO.O.CC([O-])=O.CC([O-])=O.[Pd+2]. The product is [NH2:29][C:28]1[N:27]=[CH:26][N:25]=[C:24]2[N:20]([CH:15]3[CH2:19][CH2:18][CH2:17][CH2:16]3)[N:21]=[C:22]([C:39]3[CH:51]=[CH:50][C:42]4[N:43]=[C:44]([NH:46][C:47](=[O:49])[CH3:48])[S:45][C:41]=4[CH:40]=3)[C:23]=12. The yield is 0.359. (2) The reactants are [NH2:1][C:2]1[CH:3]=[C:4]2[C:20](=[O:21])[NH:19][N:18]=[CH:17][C:6]3=[C:7]([C:11]4[CH:16]=[CH:15][CH:14]=[CH:13][CH:12]=4)[NH:8][C:9]([CH:10]=1)=[C:5]23.[CH3:22][C:23]1[CH:31]=[CH:30][CH:29]=[CH:28][C:24]=1[C:25](O)=[O:26].C(N(CC)CC)C.F[P-](F)(F)(F)(F)F.N1(OC(N(C)C)=[N+](C)C)C2N=CC=CC=2N=N1. The catalyst is C(Cl)Cl.CN(C)C=O.CO.CCCCCC. The product is [CH3:22][C:23]1[CH:31]=[CH:30][CH:29]=[CH:28][C:24]=1[C:25]([NH:1][C:2]1[CH:3]=[C:4]2[C:20](=[O:21])[NH:19][N:18]=[CH:17][C:6]3=[C:7]([C:11]4[CH:12]=[CH:13][CH:14]=[CH:15][CH:16]=4)[NH:8][C:9]([CH:10]=1)=[C:5]23)=[O:26]. The yield is 0.730. (3) The reactants are [N+:1]([C:4]1[CH:33]=[CH:32][C:7]([CH2:8][N:9]2[CH2:14][CH2:13][N:12]([CH:15]([C:17]([C:19]3[CH:28]=[CH:27][C:26]4[C:21](=[CH:22][CH:23]=[C:24]([O:30][CH3:31])[C:25]=4[Cl:29])[CH:20]=3)=[O:18])[CH3:16])[CH2:11][CH2:10]2)=[CH:6][CH:5]=1)([O-])=O.O. The catalyst is [NH4+].[Cl-].[Fe]. The product is [ClH:29].[ClH:29].[NH2:1][C:4]1[CH:5]=[CH:6][C:7]([CH2:8][N:9]2[CH2:14][CH2:13][N:12]([CH:15]([C:17]([C:19]3[CH:28]=[CH:27][C:26]4[C:21](=[CH:22][CH:23]=[C:24]([O:30][CH3:31])[C:25]=4[Cl:29])[CH:20]=3)=[O:18])[CH3:16])[CH2:11][CH2:10]2)=[CH:32][CH:33]=1. The yield is 0.600. (4) The reactants are C([Li])CCC.[CH3:6][O:7][C:8]1[CH:16]=[C:15]([O:17][CH3:18])[CH:14]=[C:13]([CH3:19])[C:9]=1[C:10]([NH2:12])=[O:11].[CH3:20][N:21]([CH3:35])[CH2:22][CH2:23][O:24][C:25]1[C:32]([CH3:33])=[CH:31][C:28]([C:29]#N)=[CH:27][C:26]=1[CH3:34]. The catalyst is C1COCC1. The product is [CH3:20][N:21]([CH3:35])[CH2:22][CH2:23][O:24][C:25]1[C:32]([CH3:33])=[CH:31][C:28]([C:29]2[NH:12][C:10](=[O:11])[C:9]3[C:13]([CH:19]=2)=[CH:14][C:15]([O:17][CH3:18])=[CH:16][C:8]=3[O:7][CH3:6])=[CH:27][C:26]=1[CH3:34]. The yield is 0.0800. (5) The catalyst is ClCCl. The product is [NH:1]1[C:5]2[CH:6]=[CH:7][CH:8]=[CH:9][C:4]=2[N:3]=[C:2]1[CH2:10][CH2:11][NH:12][C:45]([NH2:44])=[S:46]. The yield is 0.860. The reactants are [NH:1]1[C:5]2[CH:6]=[CH:7][CH:8]=[CH:9][C:4]=2[N:3]=[C:2]1[CH2:10][CH2:11][NH2:12].C1(N)C(F)=C(F)C(F)=C(N)C=1F.Cl.Cl.CCN(C(C)C)C(C)C.C([N:44]=[C:45]=[S:46])(=O)C1C=CC=CC=1. (6) The yield is 0.640. The product is [NH2:1][C:2]1[C:7]([C:8]([NH:12][C:13]2[CH:18]=[CH:17][CH:16]=[CH:15][CH:14]=2)=[O:10])=[CH:6][C:5]([Br:11])=[CH:4][N:3]=1. The reactants are [NH2:1][C:2]1[C:7]([C:8]([OH:10])=O)=[CH:6][C:5]([Br:11])=[CH:4][N:3]=1.[NH2:12][C:13]1[CH:18]=[CH:17][CH:16]=[CH:15][CH:14]=1.CS(N1C2C=CC=CC=2N=N1)(=O)=O.CCN(C(C)C)C(C)C. The catalyst is C1COCC1.